From a dataset of Forward reaction prediction with 1.9M reactions from USPTO patents (1976-2016). Predict the product of the given reaction. (1) Given the reactants [OH-].[Na+].[CH3:3][C:4]1[CH:36]=[CH:35][CH:34]=[C:33]([CH3:37])[C:5]=1[CH2:6][O:7][C:8]1[CH:17]=[C:16]2[C:11]([C:12]([O:23][CH2:24][C:25]3[CH:30]=[CH:29][CH:28]=[CH:27][C:26]=3[O:31][CH3:32])=[CH:13][C:14]([C:18]([O:20]CC)=[O:19])=[CH:15]2)=[CH:10][CH:9]=1, predict the reaction product. The product is: [CH3:37][C:33]1[CH:34]=[CH:35][CH:36]=[C:4]([CH3:3])[C:5]=1[CH2:6][O:7][C:8]1[CH:17]=[C:16]2[C:11]([C:12]([O:23][CH2:24][C:25]3[CH:30]=[CH:29][CH:28]=[CH:27][C:26]=3[O:31][CH3:32])=[CH:13][C:14]([C:18]([OH:20])=[O:19])=[CH:15]2)=[CH:10][CH:9]=1. (2) Given the reactants [CH3:1][N:2]1[CH:6]=[C:5]([C:7]2[C:15]3[C:10](=[N:11][CH:12]=[C:13]([OH:16])[CH:14]=3)[N:9]([CH2:17][O:18][CH2:19][CH2:20][Si:21]([CH3:24])([CH3:23])[CH3:22])[CH:8]=2)[CH:4]=[N:3]1.Br[CH2:26][CH2:27][CH2:28][CH2:29][CH3:30].C([O-])([O-])=O.[K+].[K+], predict the reaction product. The product is: [CH3:1][N:2]1[CH:6]=[C:5]([C:7]2[C:15]3[C:10](=[N:11][CH:12]=[C:13]([O:16][CH2:26][CH2:27][CH2:28][CH2:29][CH3:30])[CH:14]=3)[N:9]([CH2:17][O:18][CH2:19][CH2:20][Si:21]([CH3:24])([CH3:23])[CH3:22])[CH:8]=2)[CH:4]=[N:3]1. (3) Given the reactants [Na].[CH3:2][O:3][C:4]1[CH:9]=[CH:8][C:7]([C:10](=[O:12])[CH3:11])=[CH:6][CH:5]=1.[C:13](OCC)(=[O:19])[C:14]([O:16][CH2:17][CH3:18])=[O:15], predict the reaction product. The product is: [CH3:2][O:3][C:4]1[CH:9]=[CH:8][C:7]([C:10](=[O:12])[CH2:11][C:13](=[O:19])[C:14]([O:16][CH2:17][CH3:18])=[O:15])=[CH:6][CH:5]=1.